Dataset: NCI-60 drug combinations with 297,098 pairs across 59 cell lines. Task: Regression. Given two drug SMILES strings and cell line genomic features, predict the synergy score measuring deviation from expected non-interaction effect. Drug 1: C1=NC2=C(N1)C(=S)N=C(N2)N. Drug 2: C1CC(C1)(C(=O)O)C(=O)O.[NH2-].[NH2-].[Pt+2]. Cell line: M14. Synergy scores: CSS=40.7, Synergy_ZIP=-12.2, Synergy_Bliss=-7.03, Synergy_Loewe=-19.4, Synergy_HSA=-4.21.